From a dataset of NCI-60 drug combinations with 297,098 pairs across 59 cell lines. Regression. Given two drug SMILES strings and cell line genomic features, predict the synergy score measuring deviation from expected non-interaction effect. (1) Drug 1: C1CN(CCN1C(=O)CCBr)C(=O)CCBr. Drug 2: CN(C(=O)NC(C=O)C(C(C(CO)O)O)O)N=O. Cell line: LOX IMVI. Synergy scores: CSS=41.0, Synergy_ZIP=-6.73, Synergy_Bliss=-10.5, Synergy_Loewe=-28.8, Synergy_HSA=-9.72. (2) Drug 1: CC1=C(C=C(C=C1)NC2=NC=CC(=N2)N(C)C3=CC4=NN(C(=C4C=C3)C)C)S(=O)(=O)N.Cl. Drug 2: C#CCC(CC1=CN=C2C(=N1)C(=NC(=N2)N)N)C3=CC=C(C=C3)C(=O)NC(CCC(=O)O)C(=O)O. Cell line: HCC-2998. Synergy scores: CSS=-11.7, Synergy_ZIP=6.44, Synergy_Bliss=-6.97, Synergy_Loewe=-17.9, Synergy_HSA=-19.0. (3) Cell line: MDA-MB-231. Drug 1: C1CCN(CC1)CCOC2=CC=C(C=C2)C(=O)C3=C(SC4=C3C=CC(=C4)O)C5=CC=C(C=C5)O. Synergy scores: CSS=39.6, Synergy_ZIP=-5.51, Synergy_Bliss=-2.60, Synergy_Loewe=-0.166, Synergy_HSA=-0.681. Drug 2: CC1C(C(CC(O1)OC2CC(CC3=C2C(=C4C(=C3O)C(=O)C5=CC=CC=C5C4=O)O)(C(=O)C)O)N)O. (4) Drug 1: C1=CC(=CC=C1CCC2=CNC3=C2C(=O)NC(=N3)N)C(=O)NC(CCC(=O)O)C(=O)O. Drug 2: C1CC(C1)(C(=O)O)C(=O)O.[NH2-].[NH2-].[Pt+2]. Cell line: MALME-3M. Synergy scores: CSS=34.0, Synergy_ZIP=-5.59, Synergy_Bliss=-0.791, Synergy_Loewe=2.51, Synergy_HSA=3.21. (5) Drug 1: C1CC(=O)NC(=O)C1N2CC3=C(C2=O)C=CC=C3N. Drug 2: CCC(=C(C1=CC=CC=C1)C2=CC=C(C=C2)OCCN(C)C)C3=CC=CC=C3.C(C(=O)O)C(CC(=O)O)(C(=O)O)O. Cell line: SN12C. Synergy scores: CSS=5.13, Synergy_ZIP=-2.82, Synergy_Bliss=-0.228, Synergy_Loewe=0.586, Synergy_HSA=0.586. (6) Drug 1: C1=C(C(=O)NC(=O)N1)N(CCCl)CCCl. Drug 2: C1=CC=C(C(=C1)C(C2=CC=C(C=C2)Cl)C(Cl)Cl)Cl. Cell line: EKVX. Synergy scores: CSS=4.50, Synergy_ZIP=-3.05, Synergy_Bliss=-2.06, Synergy_Loewe=-7.44, Synergy_HSA=-2.24.